Dataset: Full USPTO retrosynthesis dataset with 1.9M reactions from patents (1976-2016). Task: Predict the reactants needed to synthesize the given product. (1) Given the product [ClH:39].[ClH:39].[CH3:1][C:2]1[CH:7]=[C:6]([CH2:8][N:9]2[CH2:13][CH2:12][CH2:11][CH2:10]2)[CH:5]=[C:4]([CH3:14])[C:3]=1[O:15][C@H:27]1[CH2:28][C@H:29]([CH2:31][N:32]2[CH2:33][CH2:34][O:35][CH2:36][CH2:37]2)[CH2:30]1, predict the reactants needed to synthesize it. The reactants are: [CH3:1][C:2]1[CH:7]=[C:6]([CH2:8][N:9]2[CH2:13][CH2:12][CH2:11][CH2:10]2)[CH:5]=[C:4]([CH3:14])[C:3]=1[OH:15].CC(C)([O-])C.[K+].CS(O[C@H:27]1[CH2:30][C@@H:29]([CH2:31][N:32]2[CH2:37][CH2:36][O:35][CH2:34][CH2:33]2)[CH2:28]1)(=O)=O.C(Cl)(Cl)[Cl:39]. (2) Given the product [Br:27][C:6]1[S:5][C:4]([C:7]2[N:11]([CH3:12])[N:10]=[CH:9][N:8]=2)=[CH:3][C:2]=1[Cl:1], predict the reactants needed to synthesize it. The reactants are: [Cl:1][C:2]1[CH:3]=[C:4]([C:7]2[N:11]([CH3:12])[N:10]=[CH:9][N:8]=2)[S:5][CH:6]=1.C(#N)C.CC(O)=O.C1C(=O)N([Br:27])C(=O)C1. (3) Given the product [CH:33]([C:9]1[S:8][C:7]2[CH:24]=[C:3]([O:2][CH3:1])[CH:4]=[CH:5][C:6]=2[C:10]=1[O:11][C:12]1[CH:17]=[CH:16][C:15](/[CH:18]=[CH:19]/[C:20]([O:22][CH3:23])=[O:21])=[CH:14][CH:13]=1)=[O:34], predict the reactants needed to synthesize it. The reactants are: [CH3:1][O:2][C:3]1[CH:4]=[CH:5][C:6]2[C:10]([O:11][C:12]3[CH:17]=[CH:16][C:15](/[CH:18]=[CH:19]/[C:20]([O:22][CH3:23])=[O:21])=[CH:14][CH:13]=3)=[CH:9][S:8][C:7]=2[CH:24]=1.O=P(Cl)(Cl)Cl.CN([CH:33]=[O:34])C. (4) Given the product [C:25]([C:29]1[O:33][N:32]=[C:31]([NH:34][C:35]([NH:37][C:38]2[CH:43]=[CH:42][CH:41]=[C:40]([C:44]#[C:45][C:46]3[CH:47]=[N:48][C:49]([NH:52][CH2:53][CH:54]4[CH2:58][CH2:57][CH2:56][N:55]4[C:60](=[O:61])[CH2:59][OH:62])=[N:50][CH:51]=3)[CH:39]=2)=[O:36])[CH:30]=1)([CH3:28])([CH3:26])[CH3:27], predict the reactants needed to synthesize it. The reactants are: CN(C(ON1N=NC2C=CC=NC1=2)=[N+](C)C)C.F[P-](F)(F)(F)(F)F.[C:25]([C:29]1[O:33][N:32]=[C:31]([NH:34][C:35]([NH:37][C:38]2[CH:43]=[CH:42][CH:41]=[C:40]([C:44]#[C:45][C:46]3[CH:47]=[N:48][C:49]([NH:52][CH2:53][CH:54]4[CH2:58][CH2:57][CH2:56][NH:55]4)=[N:50][CH:51]=3)[CH:39]=2)=[O:36])[CH:30]=1)([CH3:28])([CH3:27])[CH3:26].[C:59](O)(=[O:62])[CH2:60][OH:61].CCN(C(C)C)C(C)C. (5) Given the product [OH:19][C:17]1[C:4]2[C:5](=[N:6][C:7]([CH3:8])=[C:2]([I:1])[CH:3]=2)[N:9]=[CH:10][C:11]=1[C:12]([O:14][CH2:15][CH3:16])=[O:13], predict the reactants needed to synthesize it. The reactants are: [I:1][C:2]1[CH:3]=[CH:4][C:5]([NH:9][CH:10]=[C:11]([C:17]([O:19]CC)=O)[C:12]([O:14][CH2:15][CH3:16])=[O:13])=[N:6][C:7]=1[CH3:8].C(O)C.